Dataset: Full USPTO retrosynthesis dataset with 1.9M reactions from patents (1976-2016). Task: Predict the reactants needed to synthesize the given product. (1) Given the product [CH2:9]([NH:10][C:35]([CH:32]1[CH2:33][CH2:34][N:29]([C:26]2[CH:25]=[CH:24][C:23]([NH:22][C:20]([N:12]3[CH2:11][C:19]4[CH:18]=[CH:17][N:16]=[CH:15][C:14]=4[CH2:13]3)=[O:21])=[CH:28][CH:27]=2)[CH2:30][CH2:31]1)=[O:36])[CH2:8][CH3:7], predict the reactants needed to synthesize it. The reactants are: C1([CH2:7][CH2:8][CH2:9][NH2:10])C=CC=CC=1.[CH2:11]1[C:19]2[CH:18]=[CH:17][N:16]=[CH:15][C:14]=2[CH2:13][N:12]1[C:20]([NH:22][C:23]1[CH:28]=[CH:27][C:26]([N:29]2[CH2:34][CH2:33][CH:32]([C:35](O)=[O:36])[CH2:31][CH2:30]2)=[CH:25][CH:24]=1)=[O:21].C1C2C(=CC=CC=2)CN1C(NC1C=CC(C(O)=O)=CC=1)=O. (2) Given the product [F:12][C:2]1[CH:11]=[CH:10][C:9]2[C:4](=[CH:5][CH:6]=[CH:7][CH:8]=2)[N:3]=1, predict the reactants needed to synthesize it. The reactants are: Cl[C:2]1[CH:11]=[CH:10][C:9]2[C:4](=[CH:5][CH:6]=[CH:7][CH:8]=2)[N:3]=1.[F-:12].[Cs+]. (3) Given the product [Cl:1][C:2]1[C:3]([O:16][CH2:17][CH2:18][CH2:19][O:20][CH3:21])=[CH:4][C:5]2[CH2:6][CH:7]([C:12]3([CH3:15])[CH2:14][CH2:13]3)[N:8]3[CH:9]([CH2:33][C:32](=[O:34])[C:26]([C:27]([O:29][CH2:30][CH3:31])=[O:28])=[CH:25]3)[C:10]=2[CH:11]=1, predict the reactants needed to synthesize it. The reactants are: [Cl:1][C:2]1[CH:11]=[C:10]2[C:5]([CH2:6][CH:7]([C:12]3([CH3:15])[CH2:14][CH2:13]3)[N:8]=[CH:9]2)=[CH:4][C:3]=1[O:16][CH2:17][CH2:18][CH2:19][O:20][CH3:21].C(O[CH:25]=[C:26]([C:32](=[O:34])[CH3:33])[C:27]([O:29][CH2:30][CH3:31])=[O:28])C. (4) Given the product [Cl:7][C:8]1[S:12][C:11]([C:2]2[S:3][CH:4]=[CH:5][N:6]=2)=[CH:10][CH:9]=1, predict the reactants needed to synthesize it. The reactants are: Br[C:2]1[S:3][CH:4]=[CH:5][N:6]=1.[Cl:7][C:8]1[S:12][C:11](B(O)O)=[CH:10][CH:9]=1.C(=O)([O-])[O-].[Na+].[Na+].C1(P(C2C=CC=CC=2)C2C=CC=CC=2)C=CC=CC=1. (5) Given the product [C:50]([O:49][C:48]([N:47]([CH3:46])[CH2:55][CH2:56][NH:1][C@@H:2]1[CH2:9][N:8]2[C:10]3[CH:11]=[C:12]([C:23]([O:25][CH3:26])=[O:24])[CH:13]=[CH:14][C:15]=3[C:16]([CH:17]3[CH2:22][CH2:21][CH2:20][CH2:19][CH2:18]3)=[C:7]2[C:6]2[CH:27]=[CH:28][C:29]([O:31][CH2:32][C:33]3[CH:38]=[CH:37][CH:36]=[CH:35][N:34]=3)=[CH:30][C:5]=2[O:4][CH2:3]1)=[O:54])([CH3:53])([CH3:52])[CH3:51], predict the reactants needed to synthesize it. The reactants are: [NH2:1][C@@H:2]1[CH2:9][N:8]2[C:10]3[CH:11]=[C:12]([C:23]([O:25][CH3:26])=[O:24])[CH:13]=[CH:14][C:15]=3[C:16]([CH:17]3[CH2:22][CH2:21][CH2:20][CH2:19][CH2:18]3)=[C:7]2[C:6]2[CH:27]=[CH:28][C:29]([O:31][CH2:32][C:33]3[CH:38]=[CH:37][CH:36]=[CH:35][N:34]=3)=[CH:30][C:5]=2[O:4][CH2:3]1.C(OC)(OC)OC.[CH3:46][N:47]([CH2:55][CH:56]=O)[C:48](=[O:54])[O:49][C:50]([CH3:53])([CH3:52])[CH3:51].[BH3-]C#N.[Na+]. (6) Given the product [CH2:1]([NH:8][S:9]([CH2:12][C:13]1[CH:14]=[CH:15][C:16]([CH2:17][C:18]2[CH:19]=[CH:20][C:21]([NH2:24])=[CH:22][CH:23]=2)=[CH:27][CH:28]=1)(=[O:11])=[O:10])[C:2]1[CH:3]=[CH:4][CH:5]=[CH:6][CH:7]=1, predict the reactants needed to synthesize it. The reactants are: [CH2:1]([NH:8][S:9]([CH2:12][C:13]1[CH:28]=[CH:27][C:16]([CH2:17][C:18]2[CH:23]=[CH:22][C:21]([N+:24]([O-])=O)=[CH:20][CH:19]=2)=[CH:15][CH:14]=1)(=[O:11])=[O:10])[C:2]1[CH:7]=[CH:6][CH:5]=[CH:4][CH:3]=1. (7) Given the product [F:15][C:12]1[CH:11]=[C:10]([F:16])[CH:9]=[C:8]2[C:13]=1[CH:14]=[C:5]([C:3]1[N:26]=[C:22]3[CH:21]=[C:20]([C:19]([F:27])([F:18])[F:28])[CH:25]=[CH:24][N:23]3[CH:2]=1)[C:6](=[O:17])[O:7]2, predict the reactants needed to synthesize it. The reactants are: Br[CH2:2][C:3]([C:5]1[C:6](=[O:17])[O:7][C:8]2[C:13]([CH:14]=1)=[C:12]([F:15])[CH:11]=[C:10]([F:16])[CH:9]=2)=O.[F:18][C:19]([F:28])([F:27])[C:20]1[CH:25]=[CH:24][N:23]=[C:22]([NH2:26])[CH:21]=1. (8) Given the product [C:18]([C:17]1[CH:20]=[CH:21][C:14]([O:13][CH2:2][C:3]2[CH:4]=[C:5]([CH:10]=[CH:11][CH:12]=2)[C:6]([O:8][CH3:9])=[O:7])=[CH:15][CH:16]=1)#[N:19], predict the reactants needed to synthesize it. The reactants are: Br[CH2:2][C:3]1[CH:4]=[C:5]([CH:10]=[CH:11][CH:12]=1)[C:6]([O:8][CH3:9])=[O:7].[OH:13][C:14]1[CH:21]=[CH:20][C:17]([C:18]#[N:19])=[CH:16][CH:15]=1.C(=O)([O-])[O-].[K+].[K+].[I-].[Na+]. (9) Given the product [F:27][C:15]([C:14]1[C:9]2[S:10][C:11]([Sn:44]([CH3:46])([CH3:45])[CH3:43])=[CH:12][C:8]=2[C:7]([C:29]([F:42])([F:41])[CH2:30][CH2:31][CH2:32][CH2:33][CH2:34][CH2:35][CH2:36][CH2:37][CH2:38][CH2:39][CH3:40])=[C:5]2[S:6][C:2]([Sn:44]([CH3:46])([CH3:45])[CH3:43])=[CH:3][C:4]=12)([F:28])[CH2:16][CH2:17][CH2:18][CH2:19][CH2:20][CH2:21][CH2:22][CH2:23][CH2:24][CH2:25][CH3:26], predict the reactants needed to synthesize it. The reactants are: Br[C:2]1[S:6][C:5]2=[C:7]([C:29]([F:42])([F:41])[CH2:30][CH2:31][CH2:32][CH2:33][CH2:34][CH2:35][CH2:36][CH2:37][CH2:38][CH2:39][CH3:40])[C:8]3[CH:12]=[C:11](Br)[S:10][C:9]=3[C:14]([C:15]([F:28])([F:27])[CH2:16][CH2:17][CH2:18][CH2:19][CH2:20][CH2:21][CH2:22][CH2:23][CH2:24][CH2:25][CH3:26])=[C:4]2[CH:3]=1.[CH3:43][Sn:44](Cl)([CH3:46])[CH3:45].